This data is from Reaction yield outcomes from USPTO patents with 853,638 reactions. The task is: Predict the reaction yield, written as a fraction of the theoretical maximum amount of product (1.0 means a 100% yield; for example, 0.34 means a 34% yield). (1) The reactants are Br[CH2:2][C:3]1[N:7]([CH3:8])[N:6]=[C:5]([N+:9]([O-:11])=[O:10])[CH:4]=1.[CH3:12][O:13][Na]. The catalyst is CO. The product is [CH3:12][O:13][CH2:2][C:3]1[N:7]([CH3:8])[N:6]=[C:5]([N+:9]([O-:11])=[O:10])[CH:4]=1. The yield is 0.900. (2) The reactants are [O:1]=[C:2]1[CH:7]=[CH:6][CH:5]=[CH:4][N:3]1[CH2:8][C:9]1[CH:23]=[CH:22][C:12]([CH2:13][N:14]2[CH:18]=[C:17]([C:19](O)=[O:20])[N:16]=[N:15]2)=[CH:11][CH:10]=1.CN(C(ON1N=NC2C=CC=NC1=2)=[N+](C)C)C.F[P-](F)(F)(F)(F)F.[NH2:48][CH2:49][C:50]1[CH:51]=[C:52]2[C:57](=[CH:58][CH:59]=1)[C:56]([NH2:60])=[N:55][CH:54]=[CH:53]2.C(N(CC)C(C)C)(C)C. The catalyst is C(Cl)Cl.C(Cl)(Cl)Cl.CO.C(OCC)C. The product is [NH2:60][C:56]1[C:57]2[C:52](=[CH:51][C:50]([CH2:49][NH:48][C:19]([C:17]3[N:16]=[N:15][N:14]([CH2:13][C:12]4[CH:11]=[CH:10][C:9]([CH2:8][N:3]5[CH:4]=[CH:5][CH:6]=[CH:7][C:2]5=[O:1])=[CH:23][CH:22]=4)[CH:18]=3)=[O:20])=[CH:59][CH:58]=2)[CH:53]=[CH:54][N:55]=1. The yield is 0.850.